This data is from TCR-epitope binding with 47,182 pairs between 192 epitopes and 23,139 TCRs. The task is: Binary Classification. Given a T-cell receptor sequence (or CDR3 region) and an epitope sequence, predict whether binding occurs between them. (1) The epitope is KTSVDCTMYI. The TCR CDR3 sequence is CASSYGPPSGGQYF. Result: 0 (the TCR does not bind to the epitope). (2) The epitope is IPIQASLPF. The TCR CDR3 sequence is CASSLLPGATGNTIYF. Result: 1 (the TCR binds to the epitope).